This data is from Forward reaction prediction with 1.9M reactions from USPTO patents (1976-2016). The task is: Predict the product of the given reaction. Given the reactants [CH3:1][C:2]1[CH:8]=[CH:7][CH:6]=[C:5]([CH3:9])[C:3]=1[NH2:4].[I:10]I.S([O-])([O-])(=O)=S.[Na+].[Na+], predict the reaction product. The product is: [I:10][C:7]1[CH:6]=[C:5]([CH3:9])[C:3]([NH2:4])=[C:2]([CH3:1])[CH:8]=1.